This data is from NCI-60 drug combinations with 297,098 pairs across 59 cell lines. The task is: Regression. Given two drug SMILES strings and cell line genomic features, predict the synergy score measuring deviation from expected non-interaction effect. Drug 1: CC1CCCC2(C(O2)CC(NC(=O)CC(C(C(=O)C(C1O)C)(C)C)O)C(=CC3=CSC(=N3)C)C)C. Drug 2: COCCOC1=C(C=C2C(=C1)C(=NC=N2)NC3=CC=CC(=C3)C#C)OCCOC.Cl. Cell line: UACC62. Synergy scores: CSS=40.9, Synergy_ZIP=20.8, Synergy_Bliss=35.6, Synergy_Loewe=-8.06, Synergy_HSA=20.2.